This data is from Retrosynthesis with 50K atom-mapped reactions and 10 reaction types from USPTO. The task is: Predict the reactants needed to synthesize the given product. (1) Given the product COC(=O)c1ccc(OCCCCCCc2cccc(OC)c2OC)cc1, predict the reactants needed to synthesize it. The reactants are: COC(=O)c1ccc(O)cc1.COc1cccc(CCCCCCBr)c1OC. (2) Given the product COC(=O)c1c(NC(=O)OCc2ccccc2)csc1-c1ccc(Cl)cc1, predict the reactants needed to synthesize it. The reactants are: COC(=O)c1c(-c2ccc(Cl)cc2)sc(Br)c1NC(=O)OCc1ccccc1.